Dataset: Reaction yield outcomes from USPTO patents with 853,638 reactions. Task: Predict the reaction yield, written as a fraction of the theoretical maximum amount of product (1.0 means a 100% yield; for example, 0.34 means a 34% yield). (1) The reactants are [CH2:1]([N:7]([C:22]1[CH:31]=[CH:30][C:29]2[C:28]([CH3:33])([CH3:32])[CH2:27][CH2:26][C:25]([CH3:35])([CH3:34])[C:24]=2[CH:23]=1)[C:8](=[O:21])[NH:9][C:10]1[CH:20]=[CH:19][C:13]([C:14]([O:16]CC)=[O:15])=[CH:12][CH:11]=1)[CH2:2][CH2:3][CH2:4][CH2:5][CH3:6].[OH-].[K+].C1COCC1.Cl. The catalyst is C(O)C.O. The product is [CH2:1]([N:7]([C:22]1[CH:31]=[CH:30][C:29]2[C:28]([CH3:33])([CH3:32])[CH2:27][CH2:26][C:25]([CH3:34])([CH3:35])[C:24]=2[CH:23]=1)[C:8](=[O:21])[NH:9][C:10]1[CH:20]=[CH:19][C:13]([C:14]([OH:16])=[O:15])=[CH:12][CH:11]=1)[CH2:2][CH2:3][CH2:4][CH2:5][CH3:6]. The yield is 0.830. (2) The catalyst is C1COCC1. The product is [CH:27]([C:30]1[N:31]=[C:32]([C:35]2[CH:44]=[C:43]([O:1][CH2:2][CH2:3][C@@H:4]3[NH:18][C:17](=[O:19])[N:16]([CH3:20])[CH2:15][CH2:14][CH2:13][CH2:12][CH:11]=[CH:10][C@H:9]4[C@@:7]([C:21]([O:23][CH2:24][CH3:25])=[O:22])([CH2:8]4)[NH:6][C:5]3=[O:26])[C:42]3[C:37](=[C:38]([CH3:48])[C:39]([O:46][CH3:47])=[CH:40][CH:41]=3)[N:36]=2)[S:33][CH:34]=1)([CH3:29])[CH3:28]. The yield is 0.260. The reactants are [OH:1][CH2:2][CH2:3][C@@H:4]1[NH:18][C:17](=[O:19])[N:16]([CH3:20])[CH2:15][CH2:14][CH2:13][CH2:12][CH:11]=[CH:10][C@H:9]2[C@@:7]([C:21]([O:23][CH2:24][CH3:25])=[O:22])([CH2:8]2)[NH:6][C:5]1=[O:26].[CH:27]([C:30]1[N:31]=[C:32]([C:35]2[CH:44]=[C:43](O)[C:42]3[C:37](=[C:38]([CH3:48])[C:39]([O:46][CH3:47])=[CH:40][CH:41]=3)[N:36]=2)[S:33][CH:34]=1)([CH3:29])[CH3:28].C1(P(C2C=CC=CC=2)C2C=CC=CC=2)C=CC=CC=1.CC(OC(/N=N/C(OC(C)C)=O)=O)C. (3) The reactants are [C:1]([O:9][CH2:10][CH3:11])(=[O:8])[CH2:2][C:3]([O:5][CH2:6][CH3:7])=[O:4].[Cl-].[Mg+2].[Cl-].C(N(CC)CC)C.[C:22]1([C:28]([CH2:35][CH2:36][CH3:37])([CH2:32][CH2:33][CH3:34])[C:29](Cl)=[O:30])[CH:27]=[CH:26][CH:25]=[CH:24][CH:23]=1. The catalyst is C(#N)C. The product is [C:22]1([C:28]([CH2:35][CH2:36][CH3:37])([CH2:32][CH2:33][CH3:34])[C:29]([CH:2]([C:3]([O:5][CH2:6][CH3:7])=[O:4])[C:1]([O:9][CH2:10][CH3:11])=[O:8])=[O:30])[CH:27]=[CH:26][CH:25]=[CH:24][CH:23]=1. The yield is 0.660. (4) The reactants are [CH3:1][O:2][C:3]1[CH:8]=[CH:7][CH:6]=[CH:5][C:4]=1[C:9]1[CH:14]=[CH:13][CH:12]=[C:11]([C:15]([NH:17][C:18]2[CH:23]=[CH:22][C:21]([C:24]3[N:28]=[CH:27][N:26]([C:29]4[CH:34]=[CH:33][C:32]([O:35][C:36]([F:39])([F:38])[F:37])=[CH:31][CH:30]=4)[N:25]=3)=[CH:20][CH:19]=2)=[O:16])[CH:10]=1.[H-].[Na+].CI.[C:44](=O)(O)[O-].[Na+]. The catalyst is O1CCCC1. The product is [CH3:1][O:2][C:3]1[CH:8]=[CH:7][CH:6]=[CH:5][C:4]=1[C:9]1[CH:14]=[CH:13][CH:12]=[C:11]([C:15]([N:17]([CH3:44])[C:18]2[CH:19]=[CH:20][C:21]([C:24]3[N:28]=[CH:27][N:26]([C:29]4[CH:34]=[CH:33][C:32]([O:35][C:36]([F:39])([F:37])[F:38])=[CH:31][CH:30]=4)[N:25]=3)=[CH:22][CH:23]=2)=[O:16])[CH:10]=1. The yield is 0.450. (5) The reactants are [Cl:1][C:2]1[CH:10]=[CH:9][C:8]([C:11]2[CH:12]=[CH:13][C:14]3[O:18][C:17]([C:19]4[CH:24]=[CH:23][C:22]([F:25])=[CH:21][CH:20]=4)=[C:16]([C:26](=[O:29])[NH:27][CH3:28])[C:15]=3[CH:30]=2)=[CH:7][C:3]=1[C:4]([OH:6])=O.[CH3:31][CH:32]([CH3:35])[CH2:33][NH2:34].C(N(C(C)C)C(C)C)C.CN(C(ON1N=NC2C=CC=NC1=2)=[N+](C)C)C.F[P-](F)(F)(F)(F)F. The catalyst is ClCCl.C(#N)C.CN(C=O)C. The product is [Cl:1][C:2]1[CH:10]=[CH:9][C:8]([C:11]2[CH:12]=[CH:13][C:14]3[O:18][C:17]([C:19]4[CH:20]=[CH:21][C:22]([F:25])=[CH:23][CH:24]=4)=[C:16]([C:26]([NH:27][CH3:28])=[O:29])[C:15]=3[CH:30]=2)=[CH:7][C:3]=1[C:4](=[O:6])[NH:34][CH2:33][CH:32]([CH3:35])[CH3:31]. The yield is 0.480.